From a dataset of Reaction yield outcomes from USPTO patents with 853,638 reactions. Predict the reaction yield, written as a fraction of the theoretical maximum amount of product (1.0 means a 100% yield; for example, 0.34 means a 34% yield). (1) The reactants are [C:1]([CH2:3][C:4]([O:6]C)=O)#[N:2].[CH:8]([NH2:11])([CH3:10])[CH3:9].[OH-].[Na+]. The catalyst is C(OCC)(=O)C. The product is [C:1]([CH2:3][C:4]([NH:11][CH:8]([CH3:10])[CH3:9])=[O:6])#[N:2]. The yield is 0.420. (2) The reactants are [CH3:1][O:2][C:3]1[N:4]=[C:5]2[C:10](=[CH:11][CH:12]=1)[N:9]=[CH:8][C:7]([C:13]#[N:14])=[C:6]2[CH2:15][CH:16]=[CH2:17].C1C[O:21]CC1.Cl([O-])(=O)=O.[Na+].[OH2:28]. The catalyst is [Os](=O)(=O)(=O)=O. The product is [OH:28][CH:16]([CH2:17][OH:21])[CH2:15][C:6]1[C:5]2[C:10](=[CH:11][CH:12]=[C:3]([O:2][CH3:1])[N:4]=2)[N:9]=[CH:8][C:7]=1[C:13]#[N:14]. The yield is 0.560. (3) The reactants are Br[C:2]1[CH:7]=[CH:6][C:5]([CH2:8][NH:9][C:10](=[O:16])[O:11][C:12]([CH3:15])([CH3:14])[CH3:13])=[C:4]([F:17])[C:3]=1[O:18][C:19]1[CH:24]=[C:23]([C:25]#[N:26])[CH:22]=[C:21]([Cl:27])[CH:20]=1.[CH2:28](N(CC)CC)[CH3:29].O.C(OCC)(=O)C. The catalyst is C(O)CC. The product is [Cl:27][C:21]1[CH:20]=[C:19]([O:18][C:3]2[C:4]([F:17])=[C:5]([CH2:8][NH:9][C:10](=[O:16])[O:11][C:12]([CH3:15])([CH3:14])[CH3:13])[CH:6]=[CH:7][C:2]=2[CH:28]=[CH2:29])[CH:24]=[C:23]([C:25]#[N:26])[CH:22]=1. The yield is 0.830. (4) The reactants are [Br:1][C:2]1[C:14]2[C:13]3[CH:12]=[C:11]([C:15]4[CH:16]=[N:17][CH:18]=[CH:19][CH:20]=4)[CH:10]=[CH:9][C:8]=3[N:7]=[CH:6][C:5]=2[NH:4][N:3]=1.[OH-].[Na+].[CH3:23][C:24]([O:27][C:28](O[C:28]([O:27][C:24]([CH3:26])([CH3:25])[CH3:23])=[O:29])=[O:29])([CH3:26])[CH3:25]. The catalyst is O1CCOCC1.O. The product is [Br:1][C:2]1[C:14]2[C:13]3[CH:12]=[C:11]([C:15]4[CH:16]=[N:17][CH:18]=[CH:19][CH:20]=4)[CH:10]=[CH:9][C:8]=3[N:7]=[CH:6][C:5]=2[N:4]([C:28]([O:27][C:24]([CH3:26])([CH3:25])[CH3:23])=[O:29])[N:3]=1. The yield is 0.600. (5) The reactants are [Cl:1][C:2]1[CH:7]=[CH:6][C:5]([C:8]2([F:20])[CH2:13][CH2:12][N:11]([CH2:14][CH2:15][C:16]([O:18][CH3:19])=[O:17])[CH2:10][CH2:9]2)=[CH:4][CH:3]=1.C[Si](C)(C)[N-][Si](C)(C)C.[Li+].[CH2:31](Br)[C:32]1[CH:37]=[CH:36][CH:35]=[CH:34][CH:33]=1. No catalyst specified. The product is [CH2:31]([C:15]([CH2:8][C:5]1[CH:6]=[CH:7][CH:2]=[CH:3][CH:4]=1)([CH2:14][N:11]1[CH2:10][CH2:9][C:8]([C:5]2[CH:4]=[CH:3][C:2]([Cl:1])=[CH:7][CH:6]=2)([F:20])[CH2:13][CH2:12]1)[C:16]([O:18][CH3:19])=[O:17])[C:32]1[CH:37]=[CH:36][CH:35]=[CH:34][CH:33]=1. The yield is 0.380.